Dataset: Peptide-MHC class I binding affinity with 185,985 pairs from IEDB/IMGT. Task: Regression. Given a peptide amino acid sequence and an MHC pseudo amino acid sequence, predict their binding affinity value. This is MHC class I binding data. (1) The peptide sequence is EIRHRSGIQ. The binding affinity (normalized) is 0.0847. The MHC is HLA-B57:01 with pseudo-sequence HLA-B57:01. (2) The peptide sequence is EQLSKYVEK. The MHC is HLA-A11:01 with pseudo-sequence HLA-A11:01. The binding affinity (normalized) is 0.790. (3) The peptide sequence is DFESVTNSVY. The MHC is HLA-A03:01 with pseudo-sequence HLA-A03:01. The binding affinity (normalized) is 0.0376. (4) The peptide sequence is KINRQILDNA. The MHC is HLA-A02:03 with pseudo-sequence HLA-A02:03. The binding affinity (normalized) is 0.479. (5) The peptide sequence is KAAFDLSHFL. The MHC is HLA-B35:03 with pseudo-sequence HLA-B35:03. The binding affinity (normalized) is 0. (6) The MHC is HLA-A31:01 with pseudo-sequence HLA-A31:01. The binding affinity (normalized) is 0.834. The peptide sequence is HINTLIQYR. (7) The peptide sequence is KYTSGRQEK. The MHC is HLA-A01:01 with pseudo-sequence HLA-A01:01. The binding affinity (normalized) is 0.0847.